The task is: Predict the reactants needed to synthesize the given product.. This data is from Full USPTO retrosynthesis dataset with 1.9M reactions from patents (1976-2016). (1) Given the product [F:48][C:47]([F:50])([F:49])[C:45]([OH:51])=[O:46].[F:48][C:47]([F:50])([F:49])[C:45]([OH:51])=[O:46].[F:48][C:47]([F:50])([F:49])[C:45]([OH:51])=[O:46].[F:1][C:2]1[CH:7]=[CH:6][C:5]([F:8])=[CH:4][C:3]=1[C@@H:9]1[C@@H:14]([NH2:15])[CH2:13][C@@H:12]([N:23]2[CH2:30][C:29]3[C:25](=[N:26][N:27]([S:41]([CH3:40])(=[O:43])=[O:42])[CH:28]=3)[CH2:24]2)[CH2:11][N:10]1[CH3:32], predict the reactants needed to synthesize it. The reactants are: [F:1][C:2]1[CH:7]=[CH:6][C:5]([F:8])=[CH:4][C:3]=1[C@@H:9]1[C@@H:14]([NH:15]C(=O)OC(C)(C)C)[CH2:13][C@@H:12]([N:23]2[CH2:30][C:29]3[CH:28]=[N:27][NH:26][C:25]=3[CH2:24]2)[C:11](=O)[N:10]1[CH3:32].C(N(CC)CC)C.[CH3:40][S:41](Cl)(=[O:43])=[O:42].[C:45]([OH:51])([C:47]([F:50])([F:49])[F:48])=[O:46].C(Cl)Cl. (2) The reactants are: [NH:1]1[C:10]2[C:5](=[CH:6][CH:7]=[CH:8][CH:9]=2)[CH2:4]C[CH:2]1C=O.[CH:13]1([NH2:19])[CH2:18][CH2:17][CH2:16][CH2:15][CH2:14]1.[CH3:20][CH2:21][CH2:22]CCC. Given the product [NH:19]1[C:13]2[C:18](=[CH:17][CH:16]=[CH:15][C:14]=2/[CH:2]=[N:1]/[CH:10]2[CH2:9][CH2:8][CH2:7][CH2:6][CH:5]2[CH3:4])[CH2:22][CH2:21][CH2:20]1, predict the reactants needed to synthesize it. (3) Given the product [OH:18][C:19]([CH3:32])([C:23]([NH:25][CH2:26][CH2:27][C:28]([F:29])([F:30])[F:31])=[O:24])[C:20]([NH:1][C@@H:2]1[C:8](=[O:9])[NH:7][C:6]2[CH:10]=[CH:11][CH:12]=[CH:13][C:5]=2[C:4]2[CH:14]=[CH:15][CH:16]=[CH:17][C:3]1=2)=[O:21], predict the reactants needed to synthesize it. The reactants are: [NH2:1][C@@H:2]1[C:8](=[O:9])[NH:7][C:6]2[CH:10]=[CH:11][CH:12]=[CH:13][C:5]=2[C:4]2[CH:14]=[CH:15][CH:16]=[CH:17][C:3]1=2.[OH:18][C:19]([CH3:32])([C:23]([NH:25][CH2:26][CH2:27][C:28]([F:31])([F:30])[F:29])=[O:24])[C:20](O)=[O:21].O.ON1C2C=CC=CC=2N=N1.C(N(C(C)C)CC)(C)C.Cl.CN(C)CCCN=C=NCC.Cl. (4) Given the product [F:50][C:51]1[CH:59]=[CH:58][C:54]([C:55]2[C:14]([C:15]3[CH:20]=[CH:19][N:18]=[CH:17][N:16]=3)=[C:13]([CH:21]3[CH2:22][CH2:23][N:24]([C:27](=[O:29])[CH2:65][OH:64])[CH2:25][CH2:26]3)[NH:12][N:11]=2)=[CH:53][C:52]=1[C:60]([F:63])([F:62])[F:61], predict the reactants needed to synthesize it. The reactants are: CC1C=CC(S([NH:11][N:12]=[C:13]([CH:21]2[CH2:26][CH2:25][N:24]([C:27]([O:29]C(C)(C)C)=O)[CH2:23][CH2:22]2)[CH2:14][C:15]2[CH:20]=[CH:19][N:18]=[CH:17][N:16]=2)(=O)=O)=CC=1.CCN(CC)CC.CN(C1C=CC=CN=1)C.[F:50][C:51]1[CH:59]=[CH:58][C:54]([C:55](Cl)=O)=[CH:53][C:52]=1[C:60]([F:63])([F:62])[F:61].[O:64]1CCC[CH2:65]1. (5) The reactants are: CO.[F:3][C:4]1[CH:36]=[CH:35][C:7]2[S:8][C:9]([S:12]([NH:15][C:16]3[CH:21]=[CH:20][C:19]([C:22]4[O:23][CH:24]=[C:25]([C:27]([O:29]C)=[O:28])[N:26]=4)=[CH:18][C:17]=3[S:31]([CH3:34])(=[O:33])=[O:32])(=[O:14])=[O:13])=[C:10]([CH3:11])[C:6]=2[CH:5]=1.[OH-].[Na+]. Given the product [F:3][C:4]1[CH:36]=[CH:35][C:7]2[S:8][C:9]([S:12]([NH:15][C:16]3[CH:21]=[CH:20][C:19]([C:22]4[O:23][CH:24]=[C:25]([C:27]([OH:29])=[O:28])[N:26]=4)=[CH:18][C:17]=3[S:31]([CH3:34])(=[O:33])=[O:32])(=[O:13])=[O:14])=[C:10]([CH3:11])[C:6]=2[CH:5]=1, predict the reactants needed to synthesize it. (6) Given the product [NH:1]1[C:9]2[C:4](=[CH:5][C:6]([C:10]3[C:18]4[C:13](=[N:14][CH:15]=[C:16]([C:19]5[CH:20]=[CH:21][C:22]([CH2:25][N:26]6[CH2:31][CH2:30][N:29]([C:52](=[O:54])[CH3:53])[CH:28]([CH3:32])[CH2:27]6)=[CH:23][CH:24]=5)[CH:17]=4)[NH:12][CH:11]=3)=[CH:7][CH:8]=2)[CH:3]=[CH:2]1, predict the reactants needed to synthesize it. The reactants are: [NH:1]1[C:9]2[C:4](=[CH:5][C:6]([C:10]3[C:18]4[C:13](=[N:14][CH:15]=[C:16]([C:19]5[CH:24]=[CH:23][C:22]([CH2:25][N:26]6[CH2:31][CH2:30][NH:29][CH:28]([CH3:32])[CH2:27]6)=[CH:21][CH:20]=5)[CH:17]=4)[N:12](S(C4C=CC(C)=CC=4)(=O)=O)[CH:11]=3)=[CH:7][CH:8]=2)[CH:3]=[CH:2]1.CO.C(N(CC)CC)C.[C:52](OC(=O)C)(=[O:54])[CH3:53]. (7) Given the product [NH2:14][C@H:12]1[C:11](=[O:21])[N:10]([CH2:22][C:23](=[O:28])[C:24]([CH3:27])([CH3:26])[CH3:25])[C:9]2[CH:29]=[CH:30][CH:31]=[CH:32][C:8]=2[N:7]([CH:1]2[CH2:6][CH2:5][CH2:4][CH2:3][CH2:2]2)[CH2:13]1, predict the reactants needed to synthesize it. The reactants are: [CH:1]1([N:7]2[CH2:13][C@@H:12]([NH:14]C(=O)C(F)(F)F)[C:11](=[O:21])[N:10]([CH2:22][C:23](=[O:28])[C:24]([CH3:27])([CH3:26])[CH3:25])[C:9]3[CH:29]=[CH:30][CH:31]=[CH:32][C:8]2=3)[CH2:6][CH2:5][CH2:4][CH2:3][CH2:2]1.Cl.O. (8) Given the product [C:1]([C:5]1[O:9][N:8]=[C:7]([CH2:19][OH:18])[CH:6]=1)([CH3:2])([CH3:3])[CH3:4], predict the reactants needed to synthesize it. The reactants are: [C:1]([C:5]1(C(OCC)=O)[O:9][NH:8][CH:7]=[CH:6]1)([CH3:4])([CH3:3])[CH3:2].[BH4-].[Na+].O.[O:18]1CCC[CH2:19]1. (9) Given the product [N:1]1[C:2]([C:10](=[O:12])[CH2:16][C:15]([O:18][CH2:19][CH3:20])=[O:17])=[N:3][N:4]2[CH:9]=[CH:8][CH:7]=[CH:6][C:5]=12, predict the reactants needed to synthesize it. The reactants are: [N:1]1[C:2]([C:10]([O:12]CC)=O)=[N:3][N:4]2[CH:9]=[CH:8][CH:7]=[CH:6][C:5]=12.[C:15]([O:18][CH2:19][CH3:20])(=[O:17])[CH3:16].C[Si]([N-][Si](C)(C)C)(C)C.[Li+]. (10) The reactants are: [NH2:1][C:2]1[CH:3]=[C:4]([C:9]([F:12])([F:11])[F:10])[CH:5]=[C:6](Br)[CH:7]=1.[NH:13]1[CH2:17][CH2:16][CH2:15][C:14]1=[O:18].CNCCNC.C(=O)([O-])[O-].[K+].[K+]. Given the product [NH2:1][C:2]1[CH:7]=[C:6]([N:13]2[CH2:17][CH2:16][CH2:15][C:14]2=[O:18])[CH:5]=[C:4]([C:9]([F:12])([F:11])[F:10])[CH:3]=1, predict the reactants needed to synthesize it.